The task is: Predict which catalyst facilitates the given reaction.. This data is from Catalyst prediction with 721,799 reactions and 888 catalyst types from USPTO. (1) Reactant: [N:1]1[CH:6]=[CH:5][CH:4]=[C:3]([C:7]([C:9]2[CH:14]=[C:13]([O:15][Si](C(C)C)(C(C)C)C(C)C)[CH:12]=[C:11]([C:26]3[CH:34]=[CH:33][CH:32]=[C:31]4[C:27]=3[CH:28]=[CH:29][N:30]4[Si](C(C)C)(C(C)C)C(C)C)[CH:10]=2)=[O:8])[CH:2]=1.[CH3:45][Mg]Cl.CCCC[N+](CCCC)(CCCC)CCCC.[F-]. Product: [OH:8][C:7]([C:9]1[CH:14]=[C:13]([OH:15])[CH:12]=[C:11]([C:26]2[CH:34]=[CH:33][CH:32]=[C:31]3[C:27]=2[CH:28]=[CH:29][NH:30]3)[CH:10]=1)([C:3]1[CH:2]=[N:1][CH:6]=[CH:5][CH:4]=1)[CH3:45]. The catalyst class is: 220. (2) Reactant: [Cl:1][C:2]1[CH:7]=[C:6]([O:8][CH3:9])[CH:5]=[CH:4][C:3]=1[C:10]1[N:15]=[CH:14][N:13]=[C:12]([NH:16][C@@H:17]([CH2:20][O:21][CH3:22])[CH2:18][CH3:19])[C:11]=1[NH2:23].[C:24](OCC)(=[O:28])[C:25]([CH3:27])=O. Product: [Cl:1][C:2]1[CH:7]=[C:6]([O:8][CH3:9])[CH:5]=[CH:4][C:3]=1[C:10]1[C:11]2[N:23]=[C:25]([CH3:27])[C:24](=[O:28])[N:16]([C@@H:17]([CH2:20][O:21][CH3:22])[CH2:18][CH3:19])[C:12]=2[N:13]=[CH:14][N:15]=1. The catalyst class is: 8. (3) Reactant: [OH:1][C@H:2]([C:10]([CH3:14])([CH3:13])[CH2:11][OH:12])[C:3]([NH:5][CH2:6][CH2:7][CH2:8][OH:9])=[O:4].[CH3:15][C:16]1C=CC(S(O)(=O)=O)=C[CH:21]=1. Product: [OH:9][CH2:8][CH2:7][CH2:6][NH:5][C:3]([C@H:2]1[C:10]([CH3:14])([CH3:13])[CH2:11][O:12][C:16]([CH3:21])([CH3:15])[O:1]1)=[O:4]. The catalyst class is: 21.